The task is: Predict the product of the given reaction.. This data is from Forward reaction prediction with 1.9M reactions from USPTO patents (1976-2016). (1) The product is: [F:1][C:2]1[CH:3]=[CH:4][C:5]([N:8]2[C:17]3[C:12](=[N:13][CH:14]=[C:15]([CH2:18][C:19]4[CH:24]=[CH:23][C:22]([F:25])=[CH:21][CH:20]=4)[CH:16]=3)[C:11]([OH:26])=[C:10]([C:27]([NH:33][CH2:34][CH2:35][OH:36])=[O:28])[C:9]2=[O:32])=[CH:6][CH:7]=1. Given the reactants [F:1][C:2]1[CH:7]=[CH:6][C:5]([N:8]2[C:17]3[C:12](=[N:13][CH:14]=[C:15]([CH2:18][C:19]4[CH:24]=[CH:23][C:22]([F:25])=[CH:21][CH:20]=4)[CH:16]=3)[C:11]([OH:26])=[C:10]([C:27](OCC)=[O:28])[C:9]2=[O:32])=[CH:4][CH:3]=1.[NH2:33][CH2:34][CH2:35][OH:36], predict the reaction product. (2) Given the reactants [Cl:1][C:2]1[CH:7]=[CH:6][CH:5]=[CH:4][C:3]=1[C:8]1[CH:17]=[C:16]([CH2:18]P(=O)(OCC)OCC)[CH:15]=[C:14]2[C:9]=1[CH2:10][NH:11][C:12](=[O:35])[N:13]2[C:27]1[C:32]([Cl:33])=[CH:31][CH:30]=[CH:29][C:28]=1[Cl:34].[H-].[Na+].[C:38]([O:42][C:43]([N:45]1[CH2:50][CH2:49][C:48](=O)[CH2:47][CH2:46]1)=[O:44])([CH3:41])([CH3:40])[CH3:39], predict the reaction product. The product is: [Cl:1][C:2]1[CH:7]=[CH:6][CH:5]=[CH:4][C:3]=1[C:8]1[CH:17]=[C:16]([CH:18]=[C:48]2[CH2:49][CH2:50][N:45]([C:43]([O:42][C:38]([CH3:41])([CH3:40])[CH3:39])=[O:44])[CH2:46][CH2:47]2)[CH:15]=[C:14]2[C:9]=1[CH2:10][NH:11][C:12](=[O:35])[N:13]2[C:27]1[C:32]([Cl:33])=[CH:31][CH:30]=[CH:29][C:28]=1[Cl:34]. (3) Given the reactants [C:1]([C:23]([NH2:25])=O)([C:4]([C:7]([C:10]([C:13]([C:16]([C:19]([F:22])([F:21])[F:20])([F:18])[F:17])([F:15])[F:14])([F:12])[F:11])([F:9])[F:8])([F:6])[F:5])([F:3])[F:2].O=P12OP3(OP(OP(O3)(O1)=O)(=O)O2)=O, predict the reaction product. The product is: [C:1]([C:23]#[N:25])([C:4]([C:7]([C:10]([C:13]([C:16]([C:19]([F:20])([F:21])[F:22])([F:18])[F:17])([F:15])[F:14])([F:12])[F:11])([F:9])[F:8])([F:6])[F:5])([F:3])[F:2]. (4) Given the reactants [CH:1]([NH:4][CH2:5][C:6]([O:8][CH2:9][CH3:10])=[O:7])([CH3:3])[CH3:2].C(N(CC)CC)C.[CH3:18][C:19]1[CH:27]=[CH:26][CH:25]=[C:24]([CH:28]=[CH2:29])[C:20]=1[C:21](Cl)=[O:22].O, predict the reaction product. The product is: [CH:1]([N:4]([CH2:5][C:6]([O:8][CH2:9][CH3:10])=[O:7])[C:21](=[O:22])[C:20]1[C:24]([CH:28]=[CH2:29])=[CH:25][CH:26]=[CH:27][C:19]=1[CH3:18])([CH3:3])[CH3:2].